Dataset: Full USPTO retrosynthesis dataset with 1.9M reactions from patents (1976-2016). Task: Predict the reactants needed to synthesize the given product. (1) Given the product [I:21][C:19]1[CH:18]=[N:17][N:16]([CH2:15][C@:14]([CH3:22])([OH:23])[CH2:13][OH:12])[CH:20]=1, predict the reactants needed to synthesize it. The reactants are: [OH-].[Na+].[N+](C1C=CC(C([O:12][CH2:13][C@:14]([OH:23])([CH3:22])[CH2:15][N:16]2[CH:20]=[C:19]([I:21])[CH:18]=[N:17]2)=O)=CC=1)([O-])=O. (2) The reactants are: [C:1]1(=[O:12])[C:7]2[CH:8]=[CH:9][CH:10]=[CH:11][C:6]=2[CH2:5][CH2:4][CH2:3][NH:2]1.[F:13][B-:14]([F:17])([F:16])[F:15].[CH3:18][O+](C)C. Given the product [F:13][B-:14]([F:17])([F:16])[F:15].[CH3:18][O:12][C:1]1[C:7]2[CH:8]=[CH:9][CH:10]=[CH:11][C:6]=2[CH2:5][CH2:4][CH2:3][N:2]=1, predict the reactants needed to synthesize it. (3) Given the product [CH3:19][C:4]1[CH:5]=[C:6]([C:9]2[CH:13]=[C:12]([C:14]([F:17])([F:16])[F:15])[N:11]([CH3:18])[N:10]=2)[CH:7]=[CH:8][C:3]=1[OH:2], predict the reactants needed to synthesize it. The reactants are: C[O:2][C:3]1[CH:8]=[CH:7][C:6]([C:9]2[CH:13]=[C:12]([C:14]([F:17])([F:16])[F:15])[N:11]([CH3:18])[N:10]=2)=[CH:5][C:4]=1[CH3:19].Br. (4) Given the product [CH3:29][C:17]1[CH:16]=[C:15]([NH:14][C:12]2[N:11]=[CH:10][N:9]=[C:8]3[NH:7][N:6]=[C:5]([O:4][CH2:3][CH2:2][N:30]4[CH2:34][CH2:33][CH2:32][CH2:31]4)[C:13]=23)[CH:20]=[CH:19][C:18]=1[O:21][CH2:22][C:23]1[CH:28]=[CH:27][CH:26]=[CH:25][N:24]=1, predict the reactants needed to synthesize it. The reactants are: Cl[CH2:2][CH2:3][O:4][C:5]1[C:13]2[C:8](=[N:9][CH:10]=[N:11][C:12]=2[NH:14][C:15]2[CH:20]=[CH:19][C:18]([O:21][CH2:22][C:23]3[CH:28]=[CH:27][CH:26]=[CH:25][N:24]=3)=[C:17]([CH3:29])[CH:16]=2)[NH:7][N:6]=1.[NH:30]1[CH2:34][CH2:33][CH2:32][CH2:31]1. (5) Given the product [CH2:1]([N:8]1[C:16]2[C:11](=[CH:28][CH:27]=[C:22]([CH:21]([OH:37])[CH2:20][OH:32])[CH:24]=2)[CH:10]=[N:9]1)[C:2]1[CH:7]=[CH:6][CH:5]=[CH:4][CH:3]=1, predict the reactants needed to synthesize it. The reactants are: [CH2:1]([N:8]1[C:16]2[C:11](=CC=C(C=C)C=2)[CH:10]=[N:9]1)[C:2]1[CH:7]=[CH:6][CH:5]=[CH:4][CH:3]=1.O.[C:20]([OH:32])(=O)[CH2:21][C:22]([CH2:27][C:28](O)=O)([C:24](O)=O)O.C[N+]1([O-])CC[O:37]CC1. (6) Given the product [F:10][C:8]1[CH:9]=[C:5]([C:3]([OH:4])=[O:2])[NH:6][CH:7]=1, predict the reactants needed to synthesize it. The reactants are: C[O:2][C:3]([C:5]1[NH:6][CH:7]=[C:8]([F:10])[CH:9]=1)=[O:4].[OH-].[Na+]. (7) The reactants are: C([N-]C(C)C)(C)C.[Li+].[C:9]([O:13][C:14]([N:16]1[CH2:21][CH2:20][CH2:19][C:18](=[O:22])[CH2:17]1)=[O:15])([CH3:12])([CH3:11])[CH3:10].[F:23][C:24]([F:31])([F:30])[C:25](OCC)=[O:26]. Given the product [C:9]([O:13][C:14]([N:16]1[CH2:21][CH2:20][CH:19]([C:25](=[O:26])[C:24]([F:31])([F:30])[F:23])[C:18](=[O:22])[CH2:17]1)=[O:15])([CH3:12])([CH3:10])[CH3:11], predict the reactants needed to synthesize it. (8) Given the product [Br:1][C:2]1[C:3]([N:23]2[CH2:27][CH2:26][C@@H:25]([OH:28])[CH2:24]2)=[N:4][CH:5]=[C:6]([CH:21]=1)[C:7]([NH:9][C:10]1[CH:15]=[CH:14][C:13]([O:16][C:17]([F:20])([F:19])[CH3:18])=[CH:12][CH:11]=1)=[O:8], predict the reactants needed to synthesize it. The reactants are: [Br:1][C:2]1[C:3](Cl)=[N:4][CH:5]=[C:6]([CH:21]=1)[C:7]([NH:9][C:10]1[CH:15]=[CH:14][C:13]([O:16][C:17]([F:20])([F:19])[CH3:18])=[CH:12][CH:11]=1)=[O:8].[NH:23]1[CH2:27][CH2:26][C@@H:25]([OH:28])[CH2:24]1. (9) The reactants are: [CH2:1]([N:8]1[C:16]2[C:11](=[CH:12][CH:13]=[CH:14][CH:15]=2)[C:10]([C:17]([N:19]([CH2:21][C:22]2[CH:27]=[CH:26][C:25]([C:28]3[CH:33]=[CH:32][C:31]([OH:34])=[C:30]([Br:35])[CH:29]=3)=[CH:24][CH:23]=2)[CH3:20])=[O:18])=[CH:9]1)[C:2]1[CH:7]=[CH:6][CH:5]=[CH:4][CH:3]=1.Br[CH2:37][C:38]#[N:39].C(=O)([O-])[O-].[K+].[K+]. Given the product [CH2:1]([N:8]1[C:16]2[C:11](=[CH:12][CH:13]=[CH:14][CH:15]=2)[C:10]([C:17]([N:19]([CH2:21][C:22]2[CH:27]=[CH:26][C:25]([C:28]3[CH:33]=[CH:32][C:31]([O:34][CH2:37][C:38]#[N:39])=[C:30]([Br:35])[CH:29]=3)=[CH:24][CH:23]=2)[CH3:20])=[O:18])=[CH:9]1)[C:2]1[CH:3]=[CH:4][CH:5]=[CH:6][CH:7]=1, predict the reactants needed to synthesize it. (10) Given the product [NH2:3][C:4]1[CH:12]=[CH:11][C:10]([O:13][CH3:14])=[CH:9][C:5]=1[C:6]([C:20]1[CH:21]=[CH:22][C:17]([Cl:16])=[CH:18][CH:19]=1)=[O:8], predict the reactants needed to synthesize it. The reactants are: CC1O[C:6](=[O:8])[C:5]2[CH:9]=[C:10]([O:13][CH3:14])[CH:11]=[CH:12][C:4]=2[N:3]=1.O.[Cl:16][C:17]1[CH:22]=[CH:21][C:20]([Mg]Br)=[CH:19][CH:18]=1.